This data is from Reaction yield outcomes from USPTO patents with 853,638 reactions. The task is: Predict the reaction yield, written as a fraction of the theoretical maximum amount of product (1.0 means a 100% yield; for example, 0.34 means a 34% yield). The reactants are [NH2:1][C:2]1[CH:17]=[CH:16][C:5]([O:6][C:7]2[CH:12]=[CH:11][N:10]=[C:9]([C:13]([NH2:15])=[O:14])[CH:8]=2)=[C:4]([F:18])[CH:3]=1.FC1C=C(NC(=O)CC(NC2C=CC(F)=CC=2)=O)C=CC=1OC1C=CN=C(NCCN2CCOCC2)C=1.CCN(C(C)C)C(C)C.Cl[C:66](=[O:73])[CH2:67][C:68]([O:70][CH2:71][CH3:72])=[O:69]. The catalyst is CN(C=O)C.CCOC(C)=O. The product is [C:13]([C:9]1[CH:8]=[C:7]([O:6][C:5]2[CH:16]=[CH:17][C:2]([NH:1][C:66](=[O:73])[CH2:67][C:68]([O:70][CH2:71][CH3:72])=[O:69])=[CH:3][C:4]=2[F:18])[CH:12]=[CH:11][N:10]=1)(=[O:14])[NH2:15]. The yield is 0.620.